From a dataset of Forward reaction prediction with 1.9M reactions from USPTO patents (1976-2016). Predict the product of the given reaction. (1) Given the reactants [Br:1][C:2]1[CH:3]=[CH:4][C:5]([N:8]2[CH:12]=[C:11](I)[N:10]=[CH:9]2)=[N:6][CH:7]=1.ClCCl.C([Mg]Br)C.CN(C)[CH:23]=[O:24], predict the reaction product. The product is: [Br:1][C:2]1[CH:3]=[CH:4][C:5]([N:8]2[CH:12]=[C:11]([CH:23]=[O:24])[N:10]=[CH:9]2)=[N:6][CH:7]=1. (2) Given the reactants [C:1]([C:3]1[CH:4]=[C:5]([CH2:15][O:16][C:17]2[CH:18]=[C:19]3[C:23](=[CH:24][CH:25]=2)[N:22]([C:26](=[O:34])[CH2:27][NH:28][CH2:29][CH2:30][C:31]([OH:33])=[O:32])[CH2:21][CH2:20]3)[CH:6]=[CH:7][C:8]=1[CH:9]1[CH2:14][CH2:13][CH2:12][CH2:11][CH2:10]1)#[N:2].[C:35]([BH3-])#N.[Na+].O.C(=O)([O-])O.[Na+], predict the reaction product. The product is: [C:1]([C:3]1[CH:4]=[C:5]([CH2:15][O:16][C:17]2[CH:18]=[C:19]3[C:23](=[CH:24][CH:25]=2)[N:22]([C:26](=[O:34])[CH2:27][N:28]([CH2:29][CH2:30][C:31]([OH:33])=[O:32])[CH3:35])[CH2:21][CH2:20]3)[CH:6]=[CH:7][C:8]=1[CH:9]1[CH2:14][CH2:13][CH2:12][CH2:11][CH2:10]1)#[N:2]. (3) Given the reactants [C:1]([O:19][CH:20]1[CH2:25][C:24]([CH3:27])([CH3:26])[N:23]([OH:28])[C:22]([CH3:30])([CH3:29])[CH2:21]1)(=[O:18])[CH2:2][CH2:3][C:4]([O:6][CH:7]1[CH2:12][C:11]([CH3:14])([CH3:13])[N:10]([OH:15])[C:9]([CH3:17])([CH3:16])[CH2:8]1)=[O:5].[CH3:31][CH2:32][CH2:33][CH2:34][CH2:35][CH2:36][CH2:37][CH2:38][CH2:39][CH2:40][CH2:41][CH2:42][CH2:43][CH2:44][CH2:45][CH2:46][CH2:47][CH3:48], predict the reaction product. The product is: [C:1]([O:19][CH:20]1[CH2:25][C:24]([CH3:27])([CH3:26])[N:23]([O:28][CH2:48][CH2:47][CH2:46][CH2:45][CH2:44][CH2:43][CH2:42][CH2:41][CH2:40][CH2:39][CH2:38][CH2:37][CH2:36][CH2:35][CH2:34][CH2:33][CH2:32][CH3:31])[C:22]([CH3:30])([CH3:29])[CH2:21]1)(=[O:18])[CH2:2][CH2:3][C:4]([O:6][CH:7]1[CH2:12][C:11]([CH3:14])([CH3:13])[N:10]([O:15][CH2:48][CH2:47][CH2:46][CH2:45][CH2:44][CH2:43][CH2:42][CH2:41][CH2:40][CH2:39][CH2:38][CH2:37][CH2:36][CH2:35][CH2:34][CH2:33][CH2:32][CH3:31])[C:9]([CH3:17])([CH3:16])[CH2:8]1)=[O:5]. (4) Given the reactants CN(C(ON1N=NC2C=CC=NC1=2)=[N+](C)C)C.F[P-](F)(F)(F)(F)F.[CH3:25][O:26][C:27]1[CH:42]=[CH:41][CH:40]=[CH:39][C:28]=1[O:29][CH:30]1[CH2:35][CH2:34][CH:33]([C:36]([OH:38])=O)[CH2:32][CH2:31]1.Cl.[F:44][C:45]1[CH:46]=[C:47]([CH2:51][CH2:52][CH2:53][NH:54][CH2:55][C:56]2[CH:65]=[CH:64][C:59]([C:60]([O:62][CH3:63])=[O:61])=[CH:58][CH:57]=2)[CH:48]=[CH:49][CH:50]=1, predict the reaction product. The product is: [F:44][C:45]1[CH:46]=[C:47]([CH2:51][CH2:52][CH2:53][N:54]([CH2:55][C:56]2[CH:57]=[CH:58][C:59]([C:60]([O:62][CH3:63])=[O:61])=[CH:64][CH:65]=2)[C:36]([C@H:33]2[CH2:32][CH2:31][C@H:30]([O:29][C:28]3[CH:39]=[CH:40][CH:41]=[CH:42][C:27]=3[O:26][CH3:25])[CH2:35][CH2:34]2)=[O:38])[CH:48]=[CH:49][CH:50]=1. (5) Given the reactants Cl[C:2]1[CH:11]=[CH:10][C:5]([C:6]([O:8][CH3:9])=[O:7])=[CH:4][C:3]=1[N+:12]([O-:14])=[O:13].[CH3:15][NH2:16], predict the reaction product. The product is: [CH3:9][O:8][C:6](=[O:7])[C:5]1[CH:10]=[CH:11][C:2]([NH:16][CH3:15])=[C:3]([N+:12]([O-:14])=[O:13])[CH:4]=1. (6) The product is: [O:36]1[C:35]2[C:41](=[CH:42][CH:43]=[CH:44][CH:28]=2)[CH:40]=[CH:39][C:37]1=[O:38]. Given the reactants C[C@H]1[C@]23C[C@H](C(C)(C)[C@@H]2CC1)[C@@](O)(C)CC3.O=CC1C=CC(O)=C(OC)C=1.[CH2:28]1[CH2:44][CH2:43][CH2:42][CH2:41][CH2:40][CH2:39][C:37](=[O:38])[O:36][CH2:35]CCCCCC1, predict the reaction product.